This data is from Catalyst prediction with 721,799 reactions and 888 catalyst types from USPTO. The task is: Predict which catalyst facilitates the given reaction. (1) Reactant: C1C=CN=CC=1.[FH:7].[N:8]1[C:17]2[C:12](=[N:13][CH:14]=[CH:15][CH:16]=2)[CH:11]=[C:10](N)[CH:9]=1.N([O-])=O.[Na+].C(=O)([O-])O.[Na+]. Product: [F:7][C:10]1[CH:9]=[N:8][C:17]2[C:12]([CH:11]=1)=[N:13][CH:14]=[CH:15][CH:16]=2. The catalyst class is: 22. (2) Reactant: C([O:4][CH2:5][C:6]1[CH:18]=[CH:17][C:16]2[C:15]3[C:10](=[C:11]([C:27](=[O:29])[NH2:28])[CH:12]=[C:13]([C:19]4[CH:24]=[CH:23][C:22]([Cl:25])=[C:21]([Cl:26])[CH:20]=4)[CH:14]=3)[NH:9][C:8]=2[CH:7]=1)(=O)C.C[O-].[Na+]. Product: [Cl:26][C:21]1[CH:20]=[C:19]([C:13]2[CH:12]=[C:11]([C:27]([NH2:28])=[O:29])[C:10]3[NH:9][C:8]4[C:16]([C:15]=3[CH:14]=2)=[CH:17][CH:18]=[C:6]([CH2:5][OH:4])[CH:7]=4)[CH:24]=[CH:23][C:22]=1[Cl:25]. The catalyst class is: 475. (3) Reactant: [CH3:1][O-:2].[Na+].[CH3:4][CH:5]1[CH2:10][CH2:9][CH2:8][CH2:7][C:6]1=[O:11].C(OCC)=O. Product: [OH:2][CH:1]=[C:7]1[CH2:8][CH2:9][CH2:10][CH:5]([CH3:4])[C:6]1=[O:11]. The catalyst class is: 11. (4) Reactant: [C:1]([O:5][C:6](=[O:24])[NH:7][CH2:8][CH:9]1[CH2:14][CH2:13][CH:12]([CH2:15][NH:16]C(OC(C)(C)C)=O)[CH2:11][CH2:10]1)([CH3:4])([CH3:3])[CH3:2].Cl.O1CCOCC1. Product: [C:1]([O:5][C:6](=[O:24])[NH:7][CH2:8][CH:9]1[CH2:10][CH2:11][CH:12]([CH2:15][NH2:16])[CH2:13][CH2:14]1)([CH3:4])([CH3:2])[CH3:3]. The catalyst class is: 14. (5) Reactant: [CH3:1][O:2][C:3]1[CH:8]=[CH:7][C:6]([NH:9][S:10]([CH3:13])(=[O:12])=[O:11])=[C:5]([CH3:14])[CH:4]=1.[H-].[Na+].[CH3:17]I. Product: [CH3:1][O:2][C:3]1[CH:8]=[CH:7][C:6]([N:9]([CH3:17])[S:10]([CH3:13])(=[O:12])=[O:11])=[C:5]([CH3:14])[CH:4]=1. The catalyst class is: 517. (6) Reactant: [H-].[Na+].[CH3:3][O:4][C:5](=[O:19])[C:6]1[CH:11]=[CH:10][C:9]([C:12]2[CH:17]=[CH:16][C:15](=[O:18])[NH:14][N:13]=2)=[CH:8][CH:7]=1.Cl.[CH3:21][N:22]([CH3:26])[CH2:23][CH2:24]Cl. Product: [CH3:3][O:4][C:5](=[O:19])[C:6]1[CH:7]=[CH:8][C:9]([C:12]2[CH:17]=[CH:16][C:15](=[O:18])[N:14]([CH2:24][CH2:23][N:22]([CH3:26])[CH3:21])[N:13]=2)=[CH:10][CH:11]=1. The catalyst class is: 16. (7) Reactant: [NH2:1][CH2:2][C:3]1[CH:4]=[C:5]([C:9]2[CH:14]=[C:13]([C:15]#[N:16])[CH:12]=[C:11]([O:17][C:18]3[N:23]=[C:22]([C:24]4[CH:32]=[CH:31][CH:30]=[CH:29][C:25]=4[C:26]([OH:28])=[O:27])[C:21]([F:33])=[CH:20][C:19]=3[F:34])[CH:10]=2)[CH:6]=[CH:7][CH:8]=1.[ClH:35]. Product: [ClH:35].[NH2:1][CH2:2][C:3]1[CH:4]=[C:5]([C:9]2[CH:14]=[C:13]([C:15]#[N:16])[CH:12]=[C:11]([O:17][C:18]3[N:23]=[C:22]([C:24]4[CH:32]=[CH:31][CH:30]=[CH:29][C:25]=4[C:26]([OH:28])=[O:27])[C:21]([F:33])=[CH:20][C:19]=3[F:34])[CH:10]=2)[CH:6]=[CH:7][CH:8]=1. The catalyst class is: 144.